Predict the reaction yield, written as a fraction of the theoretical maximum amount of product (1.0 means a 100% yield; for example, 0.34 means a 34% yield). From a dataset of Reaction yield outcomes from USPTO patents with 853,638 reactions. (1) The reactants are [CH2:1]([O:3][C:4](=[O:31])[CH2:5][O:6][C:7]1[CH:12]=[CH:11][C:10]([C:13]([C:18]2[CH:28]=[CH:27][C:21]([O:22][CH2:23][C:24](O)=[O:25])=[C:20]([CH3:29])[CH:19]=2)([CH2:16][CH3:17])[CH2:14][CH3:15])=[CH:9][C:8]=1[CH3:30])[CH3:2].B.C1COCC1. The catalyst is C1COCC1. The product is [OH:25][CH2:24][CH2:23][O:22][C:21]1[CH:27]=[CH:28][C:18]([C:13]([C:10]2[CH:11]=[CH:12][C:7]([O:6][CH2:5][C:4]([O:3][CH2:1][CH3:2])=[O:31])=[C:8]([CH3:30])[CH:9]=2)([CH2:14][CH3:15])[CH2:16][CH3:17])=[CH:19][C:20]=1[CH3:29]. The yield is 0.910. (2) The reactants are [CH3:1][O:2][C:3]1[CH:4]=[C:5]2[C:10](=[CH:11][C:12]=1[O:13][CH3:14])[N:9]=[CH:8][CH:7]=[C:6]2[O:15][C:16]1[C:22]([CH3:23])=[CH:21][C:19]([NH2:20])=[C:18]([CH3:24])[CH:17]=1.Cl[C:26](Cl)([O:28][C:29](=[O:35])OC(Cl)(Cl)Cl)Cl.[CH2:37]([N:39]([CH2:44][CH3:45])[CH2:40][CH2:41]CO)[CH3:38].C(=O)(O)[O-].[Na+]. The catalyst is C(Cl)Cl.C(N(CC)CC)C.C1(C)C=CC=CC=1. The product is [CH3:1][O:2][C:3]1[CH:4]=[C:5]2[C:10](=[CH:11][C:12]=1[O:13][CH3:14])[N:9]=[CH:8][CH:7]=[C:6]2[O:15][C:16]1[C:22]([CH3:23])=[CH:21][C:19]([NH:20][C:29](=[O:35])[O:28][CH2:26][CH2:38][CH2:37][N:39]([CH2:44][CH3:45])[CH2:40][CH3:41])=[C:18]([CH3:24])[CH:17]=1. The yield is 0.610. (3) The reactants are [F:1][C:2]1[CH:3]=[C:4]([NH:13]C(=O)C)[CH:5]=[CH:6][C:7]=1[S:8](=[O:12])(=[O:11])[NH:9][CH3:10].[OH-].[Na+]. The catalyst is Cl. The product is [NH2:13][C:4]1[CH:5]=[CH:6][C:7]([S:8]([NH:9][CH3:10])(=[O:12])=[O:11])=[C:2]([F:1])[CH:3]=1. The yield is 0.830. (4) The reactants are [S:1]1[CH:5]=[CH:4][C:3]([C:6]([OH:8])=O)=[CH:2]1.C(Cl)(=O)C(Cl)=O.[CH3:15][C:16]1[CH:17]=[C:18]([CH:20]=[CH:21][C:22]=1[I:23])N.C([O-])([O-])=O.[K+].[K+].[NH2:30]C1C=CC=CC=1. The catalyst is C(Cl)Cl.CN(C=O)C.N1C=CC=CC=1. The product is [I:23][C:22]1[CH:21]=[C:20]([NH:30][C:6]([C:3]2[CH:4]=[CH:5][S:1][CH:2]=2)=[O:8])[CH:18]=[CH:17][C:16]=1[CH3:15]. The yield is 0.290. (5) The reactants are [Si]([C:5]#[N:6])(C)(C)C.[Cl:7][C:8]1[CH:15]=[CH:14][C:11]([CH:12]=O)=[CH:10][CH:9]=1.[Br:16][C:17]1[CH:23]=[CH:22][C:20]([NH2:21])=[CH:19][CH:18]=1. The catalyst is CO.S(=O)(=O)(O)N. The product is [Br:16][C:17]1[CH:23]=[CH:22][C:20]([NH:21][CH:12]([C:11]2[CH:14]=[CH:15][C:8]([Cl:7])=[CH:9][CH:10]=2)[C:5]#[N:6])=[CH:19][CH:18]=1. The yield is 0.830. (6) The reactants are [OH:1][C:2]1[C:7]([CH3:8])=[N:6][N:5]([CH3:9])[C:4](=[O:10])[C:3]=1C(OC)=O.Cl. The catalyst is O1CCOCC1.CCOC(C)=O. The product is [OH:1][C:2]1[C:7]([CH3:8])=[N:6][N:5]([CH3:9])[C:4](=[O:10])[CH:3]=1. The yield is 0.350. (7) The reactants are C=O.[F:3][C:4]1[C:27]([NH:28][S:29]([CH2:32][CH2:33][CH3:34])(=[O:31])=[O:30])=[CH:26][CH:25]=[C:24]([F:35])[C:5]=1[C:6]([NH:8][C:9]1[CH:10]=[C:11]2[C:17]([C:18]3[CH2:19][CH2:20][NH:21][CH2:22][CH:23]=3)=[N:16][NH:15][C:12]2=[N:13][CH:14]=1)=[O:7].[CH2:36](Cl)Cl.CO.C(O[BH-](OC(=O)C)OC(=O)C)(=O)C.[Na+]. The catalyst is CC(O)=O. The product is [F:3][C:4]1[C:27]([NH:28][S:29]([CH2:32][CH2:33][CH3:34])(=[O:31])=[O:30])=[CH:26][CH:25]=[C:24]([F:35])[C:5]=1[C:6]([NH:8][C:9]1[CH:10]=[C:11]2[C:17]([C:18]3[CH2:19][CH2:20][N:21]([CH3:36])[CH2:22][CH:23]=3)=[N:16][NH:15][C:12]2=[N:13][CH:14]=1)=[O:7]. The yield is 0.620. (8) The reactants are [Cl:1][C:2]1[CH:7]=[C:6]([NH:8][CH:9]2[CH2:13][CH2:12][CH2:11][CH2:10]2)[N:5]2[N:14]=[C:15]([C:25]3[CH:30]=[CH:29][C:28]([O:31][CH3:32])=[CH:27][CH:26]=3)[C:16]([C:17]3[CH:22]=[CH:21][N:20]=[C:19]([S:23][CH3:24])[N:18]=3)=[C:4]2[CH:3]=1.C(=O)(O)[O-:34].[Na+].ClC1C=C(C=CC=1)C(OO)=O. The catalyst is C(Cl)(Cl)Cl. The product is [Cl:1][C:2]1[CH:7]=[C:6]([NH:8][CH:9]2[CH2:10][CH2:11][CH2:12][CH2:13]2)[N:5]2[N:14]=[C:15]([C:25]3[CH:26]=[CH:27][C:28]([O:31][CH3:32])=[CH:29][CH:30]=3)[C:16]([C:17]3[CH:22]=[CH:21][N:20]=[C:19]([S:23]([CH3:24])=[O:34])[N:18]=3)=[C:4]2[CH:3]=1. The yield is 0.880.